This data is from Catalyst prediction with 721,799 reactions and 888 catalyst types from USPTO. The task is: Predict which catalyst facilitates the given reaction. Reactant: Br[C:2]1[N:3]([C:8]2[CH:13]=[C:12]([O:14][CH3:15])[CH:11]=[C:10]([O:16][CH3:17])[C:9]=2[N+:18]([O-:20])=[O:19])[CH:4]=[C:5]([CH3:7])[N:6]=1.[CH3:21][C:22]1[CH:27]=[CH:26][N:25]=[CH:24][C:23]=1B(O)O.C([O-])([O-])=O.[K+].[K+].O1CCOCC1. Product: [CH3:17][O:16][C:10]1[C:9]([N+:18]([O-:20])=[O:19])=[C:8]([N:3]2[CH:4]=[C:5]([CH3:7])[N:6]=[C:2]2[C:23]2[CH:24]=[N:25][CH:26]=[CH:27][C:22]=2[CH3:21])[CH:13]=[C:12]([O:14][CH3:15])[CH:11]=1. The catalyst class is: 103.